This data is from Reaction yield outcomes from USPTO patents with 853,638 reactions. The task is: Predict the reaction yield, written as a fraction of the theoretical maximum amount of product (1.0 means a 100% yield; for example, 0.34 means a 34% yield). (1) The reactants are [Br:1][C:2]1[CH:3]=[N:4][N:5]([CH3:20])[C:6]=1[C:7]1[CH:12]=[C:11]([N+:13]([O-])=O)[CH:10]=[CH:9][C:8]=1[O:16][CH:17]([CH3:19])[CH3:18].O.O.Cl[Sn]Cl. No catalyst specified. The product is [Br:1][C:2]1[CH:3]=[N:4][N:5]([CH3:20])[C:6]=1[C:7]1[CH:12]=[C:11]([NH2:13])[CH:10]=[CH:9][C:8]=1[O:16][CH:17]([CH3:18])[CH3:19]. The yield is 0.500. (2) The reactants are [NH:1]([C:8]([O:10][CH2:11][C:12]1[CH:17]=[CH:16][CH:15]=[CH:14][CH:13]=1)=[O:9])[C@@H:2]([C:5]([OH:7])=[O:6])[CH2:3][NH2:4].O=S(Cl)[Cl:20].[CH3:22]O. No catalyst specified. The product is [ClH:20].[CH3:22][O:6][C:5](=[O:7])[C@@H:2]([CH2:3][NH2:4])[NH:1][C:8]([O:10][CH2:11][C:12]1[CH:13]=[CH:14][CH:15]=[CH:16][CH:17]=1)=[O:9]. The yield is 0.870. (3) The product is [ClH:29].[F:28][CH:2]([F:1])[C:3]1[C:4]([CH2:19][NH:20][C:21]([C@@H:8]2[CH2:3][C@@H:2]([F:1])[C@H:34]([CH3:35])[NH:7]2)=[O:22])=[CH:5][C:6]([C:9]2[CH:10]=[N:11][C:12]([C:15]([F:18])([F:17])[F:16])=[N:13][CH:14]=2)=[N:7][CH:8]=1. The reactants are [F:1][CH:2]([F:28])[C:3]1[C:4]([CH2:19][NH:20][C:21](=O)[O:22]C(C)(C)C)=[CH:5][C:6]([C:9]2[CH:10]=[N:11][C:12]([C:15]([F:18])([F:17])[F:16])=[N:13][CH:14]=2)=[N:7][CH:8]=1.[ClH:29].O1[CH2:35][CH2:34]OCC1. No catalyst specified. The yield is 0.950. (4) The reactants are [F:1][C:2]1[CH:7]=[CH:6][C:5]([N:8]2[C:12]3([CH2:17][CH2:16][NH:15][CH2:14][CH2:13]3)[C:11](=[O:18])[N:10]([CH2:19][C:20]3[CH:21]=[C:22]([CH:30]=[CH:31][CH:32]=3)[C:23]([O:25][C:26]([CH3:29])([CH3:28])[CH3:27])=[O:24])[CH2:9]2)=[CH:4][CH:3]=1.[I-].[Na+].C(=O)(O)[O-].[K+].Cl[CH2:41][CH2:42][CH2:43][N:44]1[C:52]2[C:47](=[CH:48][CH:49]=[CH:50][CH:51]=2)[CH2:46][C:45]1=[O:53]. The catalyst is CC(=O)CC. The product is [F:1][C:2]1[CH:3]=[CH:4][C:5]([N:8]2[C:12]3([CH2:13][CH2:14][N:15]([CH2:41][CH2:42][CH2:43][N:44]4[C:52]5[C:47](=[CH:48][CH:49]=[CH:50][CH:51]=5)[CH2:46][C:45]4=[O:53])[CH2:16][CH2:17]3)[C:11](=[O:18])[N:10]([CH2:19][C:20]3[CH:21]=[C:22]([CH:30]=[CH:31][CH:32]=3)[C:23]([O:25][C:26]([CH3:27])([CH3:28])[CH3:29])=[O:24])[CH2:9]2)=[CH:6][CH:7]=1. The yield is 0.270. (5) The reactants are [C:1]([C:5]1[CH:10]=[CH:9][C:8](B(O)O)=[C:7]([F:14])[C:6]=1[O:15][Si](C(C)(C)C)(C)C)([CH3:4])([CH3:3])[CH3:2].[NH2:23][C:24]1[CH:29]=[N:28][C:27](Br)=[CH:26][N:25]=1. No catalyst specified. The product is [NH2:23][C:24]1[N:25]=[CH:26][C:27]([C:8]2[C:7]([F:14])=[C:6]([OH:15])[C:5]([C:1]([CH3:2])([CH3:3])[CH3:4])=[CH:10][CH:9]=2)=[N:28][CH:29]=1. The yield is 0.780. (6) The reactants are [Cl:1][C:2]1[S:6][C:5]([NH:7][S:8]([C:11]2[CH:20]=[CH:19][C:14]([C:15]([O:17]C)=[O:16])=[CH:13][CH:12]=2)(=[O:10])=[O:9])=[N:4][CH:3]=1.[OH-].[Li+]. The catalyst is O1CCOCC1.O. The product is [Cl:1][C:2]1[S:6][C:5]([NH:7][S:8]([C:11]2[CH:12]=[CH:13][C:14]([C:15]([OH:17])=[O:16])=[CH:19][CH:20]=2)(=[O:10])=[O:9])=[N:4][CH:3]=1. The yield is 0.980. (7) The reactants are [NH2:1][C:2]1[S:3][C:4]2[C:10]([C:11]3[CH:16]=[CH:15][CH:14]=[CH:13][CH:12]=3)=[CH:9][CH:8]=[C:7]([O:17][CH3:18])[C:5]=2[N:6]=1.[C:19]([N:27]=[C:28]=[S:29])(=[O:26])[C:20]1[CH:25]=[CH:24][CH:23]=[CH:22][CH:21]=1. The catalyst is O1CCOCC1. The product is [C:19]([NH:27][C:28]([NH:1][C:2]1[S:3][C:4]2[C:10]([C:11]3[CH:16]=[CH:15][CH:14]=[CH:13][CH:12]=3)=[CH:9][CH:8]=[C:7]([O:17][CH3:18])[C:5]=2[N:6]=1)=[S:29])(=[O:26])[C:20]1[CH:25]=[CH:24][CH:23]=[CH:22][CH:21]=1. The yield is 0.550. (8) The reactants are [CH2:1]([N:8]1[CH2:13][CH2:12][C:11]([O:29]C(=O)C)([C:14](=[O:28])[N:15]([CH3:27])[C:16]2[CH:21]=[CH:20][C:19]([O:22][C:23]([F:26])([F:25])[F:24])=[CH:18][CH:17]=2)[CH2:10][CH2:9]1)[C:2]1[CH:7]=[CH:6][CH:5]=[CH:4][CH:3]=1.[OH-].[K+]. The catalyst is OS([O-])(=O)=O.[K+]. The product is [CH3:27][N:15]([C:16]1[CH:17]=[CH:18][C:19]([O:22][C:23]([F:26])([F:24])[F:25])=[CH:20][CH:21]=1)[C:14]([C:11]1([OH:29])[CH2:12][CH2:13][N:8]([CH2:1][C:2]2[CH:3]=[CH:4][CH:5]=[CH:6][CH:7]=2)[CH2:9][CH2:10]1)=[O:28]. The yield is 0.580. (9) The reactants are [Cl:1][C:2]1[CH:3]=[CH:4][C:5]([O:15][CH2:16][C:17]2[CH:22]=[CH:21][CH:20]=[C:19]([F:23])[C:18]=2[F:24])=[C:6]([C:8](=O)[CH2:9][CH2:10][C:11](=O)[CH3:12])[CH:7]=1.[NH2:25][C:26]1[CH:27]=[C:28]([CH:32]=[C:33]([NH:35][C:36](=[O:38])[CH3:37])[CH:34]=1)[C:29]([OH:31])=[O:30].CC1C=CC(S(O)(=O)=O)=CC=1. The catalyst is C(#N)C.C(Cl)Cl. The product is [Cl:1][C:2]1[CH:3]=[CH:4][C:5]([O:15][CH2:16][C:17]2[CH:22]=[CH:21][CH:20]=[C:19]([F:23])[C:18]=2[F:24])=[C:6]([C:8]2[N:25]([C:26]3[CH:27]=[C:28]([CH:32]=[C:33]([NH:35][C:36](=[O:38])[CH3:37])[CH:34]=3)[C:29]([OH:31])=[O:30])[C:11]([CH3:12])=[CH:10][CH:9]=2)[CH:7]=1. The yield is 0.210. (10) The yield is 0.840. The catalyst is C(O)C.O. The product is [OH:1][C:2]1[CH:19]=[CH:18][C:17]2[C@@H:16]3[C@H:7]([C@H:8]4[C@@:12]([CH2:14][C@@H:15]3[CH2:20][CH2:21][CH2:22][CH2:23][CH2:24][CH2:25][CH2:26][CH2:27][CH2:28][CH:29]([CH2:35][CH2:36][C:37]([F:48])([F:49])[C:38]([F:46])([F:47])[C:39]([F:44])([F:45])[C:40]([F:41])([F:42])[F:43])[C:30]([OH:32])=[O:31])([CH3:13])[C@@H:11]([OH:50])[CH2:10][CH2:9]4)[CH2:6][CH2:5][C:4]=2[CH:3]=1. The reactants are [OH:1][C:2]1[CH:19]=[CH:18][C:17]2[C@@H:16]3[C@H:7]([C@H:8]4[C@@:12]([CH2:14][C@@H:15]3[CH2:20][CH2:21][CH2:22][CH2:23][CH2:24][CH2:25][CH2:26][CH2:27][CH2:28][CH:29]([CH2:35][CH2:36][C:37]([F:49])([F:48])[C:38]([F:47])([F:46])[C:39]([F:45])([F:44])[C:40]([F:43])([F:42])[F:41])[C:30]([O:32]CC)=[O:31])([CH3:13])[C@@H:11]([OH:50])[CH2:10][CH2:9]4)[CH2:6][CH2:5][C:4]=2[CH:3]=1.[OH-].[Na+].Cl.